This data is from Reaction yield outcomes from USPTO patents with 853,638 reactions. The task is: Predict the reaction yield, written as a fraction of the theoretical maximum amount of product (1.0 means a 100% yield; for example, 0.34 means a 34% yield). (1) The reactants are Cl.Cl.[CH2:3]([N:10]1[CH2:15][CH:14]2[CH2:16][CH:11]1[CH2:12][NH:13]2)[C:4]1[CH:9]=[CH:8][CH:7]=[CH:6][CH:5]=1.F[C:18]1[CH:28]=[CH:27][C:21]([C:22]([O:24][CH2:25][CH3:26])=[O:23])=[CH:20][CH:19]=1.C(=O)(O)[O-]. The catalyst is CS(C)=O. The product is [CH2:3]([N:10]1[CH2:15][C@H:14]2[CH2:16][C@@H:11]1[CH2:12][N:13]2[C:18]1[CH:28]=[CH:27][C:21]([C:22]([O:24][CH2:25][CH3:26])=[O:23])=[CH:20][CH:19]=1)[C:4]1[CH:5]=[CH:6][CH:7]=[CH:8][CH:9]=1. The yield is 0.510. (2) The reactants are [Cl:1][C:2]1[CH:3]=[C:4]2[CH:10]=[CH:9][NH:8][C:5]2=[N:6][CH:7]=1.[C:11]([O:15][C:16](=[O:35])[N:17]([C:27]1[CH:32]=[CH:31][C:30]([CH:33]=[O:34])=[CH:29][N:28]=1)[CH2:18][C:19]1[CH:20]=[N:21][C:22]([O:25][CH3:26])=[CH:23][CH:24]=1)([CH3:14])([CH3:13])[CH3:12].COC1N=CC(C=O)=CC=1.[OH-].[K+]. The catalyst is CO.O. The product is [C:11]([O:15][C:16](=[O:35])[N:17]([C:27]1[CH:32]=[CH:31][C:30]([CH:33]([C:10]2[C:4]3[C:5](=[N:6][CH:7]=[C:2]([Cl:1])[CH:3]=3)[NH:8][CH:9]=2)[OH:34])=[CH:29][N:28]=1)[CH2:18][C:19]1[CH:20]=[N:21][C:22]([O:25][CH3:26])=[CH:23][CH:24]=1)([CH3:14])([CH3:12])[CH3:13]. The yield is 0.370. (3) The reactants are N1C=CN=C1.[CH3:6][C:7]([Si:10](Cl)([CH3:12])[CH3:11])([CH3:9])[CH3:8].[Cl:14][C:15]1[C:16]([CH3:41])=[C:17]([NH:23][C@H:24]([CH2:39][OH:40])[C:25]([NH:27][NH:28][C:29](=[O:38])[C:30]2[CH:35]=[CH:34][C:33]([C:36]#[N:37])=[CH:32][CH:31]=2)=[O:26])[CH:18]=[CH:19][C:20]=1[C:21]#[N:22].O. The catalyst is CN(C=O)C. The product is [Si:10]([O:40][CH2:39][C@@H:24]([NH:23][C:17]1[CH:18]=[CH:19][C:20]([C:21]#[N:22])=[C:15]([Cl:14])[C:16]=1[CH3:41])[C:25]([NH:27][NH:28][C:29](=[O:38])[C:30]1[CH:35]=[CH:34][C:33]([C:36]#[N:37])=[CH:32][CH:31]=1)=[O:26])([C:7]([CH3:9])([CH3:8])[CH3:6])([CH3:12])[CH3:11]. The yield is 0.780.